From a dataset of Reaction yield outcomes from USPTO patents with 853,638 reactions. Predict the reaction yield, written as a fraction of the theoretical maximum amount of product (1.0 means a 100% yield; for example, 0.34 means a 34% yield). (1) The reactants are Cl[C:2]1[CH:7]=[CH:6][N:5]2[N:8]=[CH:9][C:10]([C:11]([O:13]CC)=[O:12])=[C:4]2[N:3]=1.Cl.[F:17][C:18]1[CH:19]=[CH:20][C:21]([O:29][CH3:30])=[C:22]([C@H:24]2[CH2:28][CH2:27][CH2:26][NH:25]2)[CH:23]=1.C(N(C(C)C)CC)(C)C.[OH-].[Na+]. The catalyst is C(O)(C)C.CO. The product is [F:17][C:18]1[CH:19]=[CH:20][C:21]([O:29][CH3:30])=[C:22]([C@H:24]2[CH2:28][CH2:27][CH2:26][N:25]2[C:2]2[CH:7]=[CH:6][N:5]3[N:8]=[CH:9][C:10]([C:11]([OH:13])=[O:12])=[C:4]3[N:3]=2)[CH:23]=1. The yield is 0.322. (2) The reactants are [NH2:1][C:2]1[C:7]2[C:8](=[O:28])[N:9]([C:14]3[CH:19]=[CH:18][C:17]([O:20]CC4C=CC=CC=4)=[CH:16][CH:15]=3)[CH2:10][C@@H:11]([CH3:13])[O:12][C:6]=2[N:5]=[CH:4][N:3]=1. The catalyst is CO.O[Pd]O. The product is [NH2:1][C:2]1[C:7]2[C:8](=[O:28])[N:9]([C:14]3[CH:19]=[CH:18][C:17]([OH:20])=[CH:16][CH:15]=3)[CH2:10][C@@H:11]([CH3:13])[O:12][C:6]=2[N:5]=[CH:4][N:3]=1. The yield is 0.738.